This data is from Catalyst prediction with 721,799 reactions and 888 catalyst types from USPTO. The task is: Predict which catalyst facilitates the given reaction. Reactant: [NH2:1][C:2]1[CH:3]=[C:4]([CH:17]=[CH:18][C:19]=1[Cl:20])[C:5]([NH:7][CH2:8][C:9]1[CH:14]=[C:13]([F:15])[CH:12]=[CH:11][C:10]=1[F:16])=[O:6].C(N(C(C)C)C(C)C)C.Cl[C:31](=[O:37])[CH2:32][C:33]([O:35][CH3:36])=[O:34]. Product: [CH3:36][O:35][C:33](=[O:34])[CH2:32][C:31]([NH:1][C:2]1[CH:3]=[C:4]([C:5](=[O:6])[NH:7][CH2:8][C:9]2[CH:14]=[C:13]([F:15])[CH:12]=[CH:11][C:10]=2[F:16])[CH:17]=[CH:18][C:19]=1[Cl:20])=[O:37]. The catalyst class is: 4.